From a dataset of Catalyst prediction with 721,799 reactions and 888 catalyst types from USPTO. Predict which catalyst facilitates the given reaction. (1) Reactant: [C:1]([O:5][C:6]([NH:8][C@H:9]([C:13]1[CH:18]=[CH:17][C:16]([O:19][CH2:20][CH2:21][O:22][CH3:23])=[CH:15][CH:14]=1)[C:10]([OH:12])=O)=[O:7])([CH3:4])([CH3:3])[CH3:2].ClC1N=C(OC)N=C(OC)N=1.CN1CCOCC1.[CH3:42][O:43][C:44]([C:46]1[N:47]=[C:48]([NH:51][C:52](=[O:62])[C@@H:53]([NH2:61])[CH2:54][C:55]2[CH:60]=[CH:59][CH:58]=[CH:57][CH:56]=2)[S:49][CH:50]=1)=[O:45]. Product: [CH3:42][O:43][C:44]([C:46]1[N:47]=[C:48]([NH:51][C:52](=[O:62])[C@@H:53]([NH:61][C:10](=[O:12])[CH:9]([NH:8][C:6]([O:5][C:1]([CH3:2])([CH3:3])[CH3:4])=[O:7])[C:13]2[CH:18]=[CH:17][C:16]([O:19][CH2:20][CH2:21][O:22][CH3:23])=[CH:15][CH:14]=2)[CH2:54][C:55]2[CH:60]=[CH:59][CH:58]=[CH:57][CH:56]=2)[S:49][CH:50]=1)=[O:45]. The catalyst class is: 7. (2) Reactant: [Br:1][C:2]1[CH:7]=[C:6]([N+:8]([O-])=O)[C:5]([OH:11])=[C:4]([Cl:12])[CH:3]=1.[Cl-].[Cl-].[Ca+2]. Product: [NH2:8][C:6]1[CH:7]=[C:2]([Br:1])[CH:3]=[C:4]([Cl:12])[C:5]=1[OH:11]. The catalyst class is: 447. (3) Reactant: Cl.[CH2:2](N)[CH3:3].[OH-].[Na+].[C:7]([C:14]1[CH:22]=[CH:21][C:17]([C:18]([OH:20])=O)=[C:16]([NH2:23])[CH:15]=1)([O:9][C:10]([CH3:13])([CH3:12])[CH3:11])=[O:8].C[N:25](C(ON1N=NC2C=CC=CC1=2)=[N+](C)C)C.[B-](F)(F)(F)F.CCN(C(C)C)C(C)C. Product: [CH2:2]([C:15]1[C:16]([NH2:23])=[C:17]([CH:21]=[CH:22][C:14]=1[C:7]([O:9][C:10]([CH3:11])([CH3:12])[CH3:13])=[O:8])[C:18]([NH2:25])=[O:20])[CH3:3]. The catalyst class is: 229.